Regression/Classification. Given a drug SMILES string, predict its absorption, distribution, metabolism, or excretion properties. Task type varies by dataset: regression for continuous measurements (e.g., permeability, clearance, half-life) or binary classification for categorical outcomes (e.g., BBB penetration, CYP inhibition). Dataset: b3db_classification. From a dataset of Blood-brain barrier permeability classification from the B3DB database. (1) The molecule is N[C@@H](C(=O)N[C@H]1C(=O)N2C(C(=O)O)=C(Cl)CS[C@@H]12)c1ccccc1. The result is 0 (does not penetrate BBB). (2) The drug is CCCCCC[C@H](C)NN. The result is 1 (penetrates BBB). (3) The drug is OCCN1CCN(CCC=C2c3ccccc3COc3ccc(Cl)cc32)CC1. The result is 1 (penetrates BBB). (4) The drug is COCC1=C(C(=O)O)N2C(=O)[C@H](NC(=O)/C(=N\O)c3csc(N)n3)[C@@H]2SC1. The result is 0 (does not penetrate BBB).